Dataset: CYP3A4 inhibition data for predicting drug metabolism from PubChem BioAssay. Task: Regression/Classification. Given a drug SMILES string, predict its absorption, distribution, metabolism, or excretion properties. Task type varies by dataset: regression for continuous measurements (e.g., permeability, clearance, half-life) or binary classification for categorical outcomes (e.g., BBB penetration, CYP inhibition). Dataset: cyp3a4_veith. The drug is C[C@@]12C=CC(=O)C=C1CC[C@@H]1[C@@H]2[C@H](O)C[C@]2(C)[C@@H]1CC[C@]2(O)C(=O)CO. The result is 0 (non-inhibitor).